This data is from Full USPTO retrosynthesis dataset with 1.9M reactions from patents (1976-2016). The task is: Predict the reactants needed to synthesize the given product. (1) Given the product [CH3:15][O:16][C:17]1[CH:22]=[C:21]([C:2]2[CH:11]=[N:10][CH:9]=[C:8]3[C:3]=2[CH:4]=[C:5]([C:12]([NH2:14])=[O:13])[CH:6]=[N:7]3)[CH:20]=[CH:19][CH:18]=1, predict the reactants needed to synthesize it. The reactants are: Br[C:2]1[CH:11]=[N:10][CH:9]=[C:8]2[C:3]=1[CH:4]=[C:5]([C:12]([NH2:14])=[O:13])[CH:6]=[N:7]2.[CH3:15][O:16][C:17]1[CH:18]=[C:19](B(O)O)[CH:20]=[CH:21][CH:22]=1.C(=O)([O-])[O-].[Cs+].[Cs+]. (2) Given the product [Si:1]([O:8][C@H:9]1[CH2:26][CH2:25][C@@:24]2([CH3:27])[CH:11]([C:12](=[O:29])[CH2:13][C@@H:14]3[C@@H:23]2[CH2:22][CH2:21][C@@:19]2([CH3:20])[C@H:15]3[CH2:16][CH2:17][C:18]2=[O:28])[CH2:10]1)([C:4]([CH3:7])([CH3:5])[CH3:6])([CH3:3])[CH3:2], predict the reactants needed to synthesize it. The reactants are: [Si:1]([O:8][C@H:9]1[CH2:26][CH2:25][C@@:24]2([CH3:27])[CH:11]([C@@H:12]([OH:29])[CH2:13][C@@H:14]3[C@@H:23]2[CH2:22][CH2:21][C@@:19]2([CH3:20])[C@H:15]3[CH2:16][CH2:17][C@@H:18]2[OH:28])[CH2:10]1)([C:4]([CH3:7])([CH3:6])[CH3:5])([CH3:3])[CH3:2].